This data is from Reaction yield outcomes from USPTO patents with 853,638 reactions. The task is: Predict the reaction yield, written as a fraction of the theoretical maximum amount of product (1.0 means a 100% yield; for example, 0.34 means a 34% yield). The reactants are O.Cl.[Cl:3][C:4]1[C:5]([CH3:26])=[C:6]([S:10]([NH:13][C:14]2[S:15][CH:16]=[C:17]([CH2:19][CH2:20][CH2:21][NH:22][CH2:23][CH2:24][OH:25])[N:18]=2)(=[O:12])=[O:11])[CH:7]=[CH:8][CH:9]=1.Cl[CH2:28][C:29](Cl)=[O:30].[OH-].[K+]. The catalyst is O.C1COCC1. The product is [Cl:3][C:4]1[C:5]([CH3:26])=[C:6]([S:10]([NH:13][C:14]2[S:15][CH:16]=[C:17]([CH2:19][CH2:20][CH2:21][N:22]3[CH2:23][CH2:24][O:25][CH2:28][C:29]3=[O:30])[N:18]=2)(=[O:11])=[O:12])[CH:7]=[CH:8][CH:9]=1. The yield is 0.520.